The task is: Predict the reaction yield, written as a fraction of the theoretical maximum amount of product (1.0 means a 100% yield; for example, 0.34 means a 34% yield).. This data is from Reaction yield outcomes from USPTO patents with 853,638 reactions. (1) The reactants are [Cl:1][C:2]1[CH:3]=[C:4]([CH:13]2[CH2:18][CH2:17][CH2:16][CH2:15][CH2:14]2)[C:5]2[O:9][CH:8]([CH2:10][NH2:11])[CH2:7][C:6]=2[CH:12]=1.C(N(C(C)C)CC)(C)C.Cl[C:29]([O:31][CH3:32])=[O:30].C(OC(=O)NCC1CC2C=CC=C(C3CCCC3)C=2O1)C1C=CC=CC=1. No catalyst specified. The product is [CH3:32][O:31][C:29](=[O:30])[NH:11][CH2:10][CH:8]1[CH2:7][C:6]2[CH:12]=[C:2]([Cl:1])[CH:3]=[C:4]([CH:13]3[CH2:14][CH2:15][CH2:16][CH2:17][CH2:18]3)[C:5]=2[O:9]1. The yield is 0.930. (2) The reactants are Br[C:2]1[S:3][CH:4]=[CH:5][C:6]=1[CH2:7][CH2:8][CH2:9][CH2:10][CH2:11][CH3:12].C([Li])CCC.[CH:18](N1CCCCC1)=[O:19]. The catalyst is O1CCCC1. The product is [CH2:7]([C:6]1[CH:5]=[CH:4][S:3][C:2]=1[CH:18]=[O:19])[CH2:8][CH2:9][CH2:10][CH2:11][CH3:12]. The yield is 0.920. (3) The yield is 0.970. The catalyst is C1(C)C=CC=CC=1.C(Cl)Cl. The reactants are [Cl:1][CH2:2][CH2:3][N:4]=[C:5]=[O:6].[C:7]1([CH3:14])[CH:12]=[CH:11][CH:10]=[C:9]([NH2:13])[CH:8]=1.CO. The product is [Cl:1][CH2:2][CH2:3][NH:4][C:5]([NH:13][C:9]1[CH:8]=[C:7]([CH3:14])[CH:12]=[CH:11][CH:10]=1)=[O:6].